This data is from Full USPTO retrosynthesis dataset with 1.9M reactions from patents (1976-2016). The task is: Predict the reactants needed to synthesize the given product. (1) Given the product [CH2:12]([C:14]1[CH:15]=[C:16]([CH:22]([C:23]2[CH:28]=[CH:27][CH:26]=[CH:25][CH:24]=2)[OH:29])[C:17]([O:20][CH3:21])=[N:18][CH:19]=1)[CH3:13], predict the reactants needed to synthesize it. The reactants are: C([Li])(CC)C.C1CCCCC1.[CH2:12]([C:14]1[CH:15]=[CH:16][C:17]([O:20][CH3:21])=[N:18][CH:19]=1)[CH3:13].[CH:22](=[O:29])[C:23]1[CH:28]=[CH:27][CH:26]=[CH:25][CH:24]=1. (2) Given the product [N:30]1([C:2]2[CH:7]=[C:6]([N:8]3[CH2:9][CH2:10][N:11]([C:14]4[C:19]([C:20]([F:23])([F:21])[F:22])=[CH:18][CH:17]=[CH:16][N:15]=4)[CH2:12][CH2:13]3)[N:5]=[C:4]([N:24]3[CH2:25][CH2:26][O:27][CH2:28][CH2:29]3)[N:3]=2)[CH2:35][CH2:34][CH2:33][CH2:32][CH2:31]1, predict the reactants needed to synthesize it. The reactants are: Cl[C:2]1[CH:7]=[C:6]([N:8]2[CH2:13][CH2:12][N:11]([C:14]3[C:19]([C:20]([F:23])([F:22])[F:21])=[CH:18][CH:17]=[CH:16][N:15]=3)[CH2:10][CH2:9]2)[N:5]=[C:4]([N:24]2[CH2:29][CH2:28][O:27][CH2:26][CH2:25]2)[N:3]=1.[NH:30]1[CH2:35][CH2:34][CH2:33][CH2:32][CH2:31]1. (3) The reactants are: [C:1]([C:3]1([NH:6][C:7]([CH:9]2[CH2:13][CH2:12][CH:11]([S:14]([C:17]3[CH:22]=[CH:21][C:20](F)=[CH:19][C:18]=3[Cl:24])(=[O:16])=[O:15])[CH2:10]2)=[O:8])[CH2:5][CH2:4]1)#[N:2].[NH:25]1[CH2:30][CH2:29][O:28][CH2:27][CH2:26]1. Given the product [C:1]([C:3]1([NH:6][C:7]([C@@H:9]2[CH2:13][CH2:12][C@@H:11]([S:14]([C:17]3[CH:22]=[CH:21][C:20]([N:25]4[CH2:30][CH2:29][O:28][CH2:27][CH2:26]4)=[CH:19][C:18]=3[Cl:24])(=[O:16])=[O:15])[CH2:10]2)=[O:8])[CH2:5][CH2:4]1)#[N:2], predict the reactants needed to synthesize it. (4) Given the product [C:15]([O:19][C:20](=[O:35])[NH:21][C@H:22]([C:26]([N:28]1[CH2:33][CH2:32][CH:31]([O:34][C:41]2[N:42]=[CH:43][C:38]([Cl:37])=[CH:39][N:40]=2)[CH2:30][CH2:29]1)=[O:27])[CH:23]([CH3:25])[CH3:24])([CH3:17])([CH3:18])[CH3:16], predict the reactants needed to synthesize it. The reactants are: N(C(OC(C)C)=O)=NC(OC(C)C)=O.[C:15]([O:19][C:20](=[O:35])[NH:21][C@H:22]([C:26]([N:28]1[CH2:33][CH2:32][CH:31]([OH:34])[CH2:30][CH2:29]1)=[O:27])[CH:23]([CH3:25])[CH3:24])([CH3:18])([CH3:17])[CH3:16].Cl.[Cl:37][C:38]1[CH:39]=[N:40][C:41](O)=[N:42][CH:43]=1.C1(P(C2C=CC=CC=2)C2C=CC=CC=2)C=CC=CC=1. (5) The reactants are: [Li+].C[Si]([N-][Si](C)(C)C)(C)C.[CH3:11][N:12]1[C:16]([C:17]2=[CH:18][C:19](=[O:24])[CH2:20][CH2:21][CH2:22][CH2:23]2)=[C:15]([N+:25]([O-:27])=[O:26])[CH:14]=[N:13]1.[C:28]1([Se:34]Br)[CH:33]=[CH:32][CH:31]=[CH:30][CH:29]=1. Given the product [CH3:11][N:12]1[C:16]([C:17]2=[CH:18][C:19](=[O:24])[CH:20]([Se:34][C:28]3[CH:33]=[CH:32][CH:31]=[CH:30][CH:29]=3)[CH2:21][CH2:22][CH2:23]2)=[C:15]([N+:25]([O-:27])=[O:26])[CH:14]=[N:13]1, predict the reactants needed to synthesize it.